This data is from Catalyst prediction with 721,799 reactions and 888 catalyst types from USPTO. The task is: Predict which catalyst facilitates the given reaction. The catalyst class is: 12. Reactant: [CH2:1]([O:8][CH2:9][CH2:10][O:11][C:12]([N:14]1[CH2:20][C@H:19]([NH:21]C(OC(C)(C)C)=O)[C:18](=[O:29])[N:17]([CH2:30][CH2:31][O:32][CH2:33][C:34]2[CH:39]=[CH:38][CH:37]=[CH:36][CH:35]=2)[C:16]2[CH:40]=[CH:41][CH:42]=[CH:43][C:15]1=2)=[O:13])[C:2]1[CH:7]=[CH:6][CH:5]=[CH:4][CH:3]=1.[ClH:44]. Product: [ClH:44].[CH2:1]([O:8][CH2:9][CH2:10][O:11][C:12]([N:14]1[CH2:20][C@H:19]([NH2:21])[C:18](=[O:29])[N:17]([CH2:30][CH2:31][O:32][CH2:33][C:34]2[CH:39]=[CH:38][CH:37]=[CH:36][CH:35]=2)[C:16]2[CH:40]=[CH:41][CH:42]=[CH:43][C:15]1=2)=[O:13])[C:2]1[CH:7]=[CH:6][CH:5]=[CH:4][CH:3]=1.